From a dataset of Forward reaction prediction with 1.9M reactions from USPTO patents (1976-2016). Predict the product of the given reaction. (1) Given the reactants [NH2:1][C:2]1[CH:15]=[CH:14][C:13]([N+:16]([O-:18])=[O:17])=[CH:12][C:3]=1[C:4]([NH:6][CH2:7][CH:8]1[CH2:11][O:10][CH2:9]1)=[O:5].C1N=CN([C:24](N2C=NC=C2)=[O:25])C=1.O, predict the reaction product. The product is: [N+:16]([C:13]1[CH:12]=[C:3]2[C:2](=[CH:15][CH:14]=1)[NH:1][C:24](=[O:25])[N:6]([CH2:7][CH:8]1[CH2:11][O:10][CH2:9]1)[C:4]2=[O:5])([O-:18])=[O:17]. (2) Given the reactants [C:1]([O:5][C:6](=[O:22])[NH:7][C:8]1[CH:9]=[C:10]([C:14]2[CH:19]=[CH:18][C:17]([CH2:20][NH2:21])=[CH:16][CH:15]=2)[CH:11]=[CH:12][CH:13]=1)([CH3:4])([CH3:3])[CH3:2].CCN(CC)CC.[CH3:30][S:31](Cl)(=[O:33])=[O:32], predict the reaction product. The product is: [C:1]([O:5][C:6](=[O:22])[NH:7][C:8]1[CH:9]=[C:10]([C:14]2[CH:15]=[CH:16][C:17]([CH2:20][NH:21][S:31]([CH3:30])(=[O:33])=[O:32])=[CH:18][CH:19]=2)[CH:11]=[CH:12][CH:13]=1)([CH3:4])([CH3:2])[CH3:3].